This data is from Catalyst prediction with 721,799 reactions and 888 catalyst types from USPTO. The task is: Predict which catalyst facilitates the given reaction. (1) Reactant: [CH:1]([NH:4][C:5]1[C:10]([NH2:11])=[CH:9][N:8]=[C:7]([NH:12][C:13]2[CH:18]=[CH:17][N:16]=[C:15]([N:19]3[CH2:24][CH2:23][CH:22]([O:25][CH3:26])[CH2:21][CH2:20]3)[N:14]=2)[CH:6]=1)([CH3:3])[CH3:2].[CH:27](OC)([O:30]C)[O:28]C. Product: [CH:27]([OH:30])=[O:28].[CH:1]([N:4]1[C:5]2[CH:6]=[C:7]([NH:12][C:13]3[CH:18]=[CH:17][N:16]=[C:15]([N:19]4[CH2:24][CH2:23][CH:22]([O:25][CH3:26])[CH2:21][CH2:20]4)[N:14]=3)[N:8]=[CH:9][C:10]=2[N:11]=[CH:27]1)([CH3:3])[CH3:2]. The catalyst class is: 106. (2) Reactant: [CH3:1][N:2]1[C:11]2[C:6](=[CH:7][CH:8]=[CH:9][CH:10]=2)[CH:5]=[C:4]([CH2:12][N:13]([CH2:22][C:23]2([N:30]3[CH2:35][CH2:34][N:33]([CH3:36])[CH2:32][CH2:31]3)[CH2:29][CH2:28][CH:27]=[CH:26][O:25][CH2:24]2)[C:14]([CH:16]2[CH2:21][CH2:20][CH2:19][CH2:18][CH2:17]2)=[O:15])[C:3]1=[O:37]. Product: [CH3:1][N:2]1[C:11]2[C:6](=[CH:7][CH:8]=[CH:9][CH:10]=2)[CH:5]=[C:4]([CH2:12][N:13]([CH2:22][C:23]2([N:30]3[CH2:35][CH2:34][N:33]([CH3:36])[CH2:32][CH2:31]3)[CH2:29][CH2:28][CH2:27][CH2:26][O:25][CH2:24]2)[C:14]([CH:16]2[CH2:21][CH2:20][CH2:19][CH2:18][CH2:17]2)=[O:15])[C:3]1=[O:37]. The catalyst class is: 50. (3) Reactant: [Cl:1][C:2]1[CH:19]=[CH:18][C:5]([C:6]2[CH:11]=[C:10]([CH2:12][CH3:13])[C:9]([NH:14]C(=O)C)=[CH:8][CH:7]=2)=[CH:4][CH:3]=1.Cl. Product: [Cl:1][C:2]1[CH:19]=[CH:18][C:5]([C:6]2[CH:11]=[C:10]([CH2:12][CH3:13])[C:9]([NH2:14])=[CH:8][CH:7]=2)=[CH:4][CH:3]=1. The catalyst class is: 12. (4) The catalyst class is: 13. Reactant: [Br:1][C:2]1[C:3]([OH:8])=[N:4][CH:5]=[CH:6][CH:7]=1.Br[CH2:10][C:11]([O:13][CH2:14][CH3:15])=[O:12].C(=O)([O-])[O-].[K+].[K+].CCCCCCC. Product: [CH2:14]([O:13][C:11](=[O:12])[CH2:10][N:4]1[CH:5]=[CH:6][CH:7]=[C:2]([Br:1])[C:3]1=[O:8])[CH3:15]. (5) Reactant: [C:1]([C:4]1[C:22](=[O:23])[C@@:8]2([CH3:24])[C:9]3[C:15]([OH:16])=[CH:14][C:13]([O:17][CH3:18])=[C:12]([C:19]([NH2:21])=[O:20])[C:10]=3[O:11][C:7]2=[CH:6][C:5]=1[OH:25])(=[O:3])[CH3:2].[CH3:26][C:27]1[CH:36]=[CH:35][C:34]2[C:29](=[CH:30][CH:31]=[C:32]([CH3:37])[CH:33]=2)[C:28]=1[CH:38]=O.C([SiH](CC)CC)C.FC(F)(F)C(O)=O. Product: [C:1]([C:4]1[C:22](=[O:23])[C@@:8]2([CH3:24])[C:9]3[C:15]([OH:16])=[CH:14][C:13]([O:17][CH3:18])=[C:12]([C:19]([NH:21][CH2:38][C:28]4[C:29]5[C:34](=[CH:33][C:32]([CH3:37])=[CH:31][CH:30]=5)[CH:35]=[CH:36][C:27]=4[CH3:26])=[O:20])[C:10]=3[O:11][C:7]2=[CH:6][C:5]=1[OH:25])(=[O:3])[CH3:2]. The catalyst class is: 10. (6) Reactant: [CH3:1][C:2](=[O:7])[CH2:3][C:4](=[O:6])[CH3:5].[CH:8](=O)[C:9]1[CH:14]=[CH:13][CH:12]=[CH:11][CH:10]=1.B(OCCCC)(OCCCC)O[CH2:18][CH2:19][CH2:20]C.[CH2:32](N)[CH2:33][CH2:34][CH3:35].Cl. Product: [C:9]1([CH:8]=[CH:1][C:2](=[O:7])[CH2:3][C:4](=[O:6])[CH:5]=[CH:35][C:34]2[CH:20]=[CH:19][CH:18]=[CH:32][CH:33]=2)[CH:14]=[CH:13][CH:12]=[CH:11][CH:10]=1. The catalyst class is: 13.